Dataset: Catalyst prediction with 721,799 reactions and 888 catalyst types from USPTO. Task: Predict which catalyst facilitates the given reaction. (1) Reactant: [CH2:1]([O:3][C:4]([C:6]1[NH:7][CH:8]=[C:9]([F:11])[CH:10]=1)=[O:5])[CH3:2].CC([O-])(C)C.[K+].Cl[NH2:19]. Product: [CH2:1]([O:3][C:4]([C:6]1[N:7]([NH2:19])[CH:8]=[C:9]([F:11])[CH:10]=1)=[O:5])[CH3:2]. The catalyst class is: 3. (2) Reactant: [O:1]1[CH2:3][CH:2]1[CH2:4][O:5][C:6]1[C:18]2[C:17]3[C:12](=[CH:13][CH:14]=[CH:15][CH:16]=3)[NH:11][C:10]=2[CH:9]=[CH:8][CH:7]=1.[CH3:19][O:20][C:21]1[CH:30]=[CH:29][CH:28]=[CH:27][C:22]=1[O:23][CH2:24][CH2:25][NH2:26].[C:31]([OH:40])(=[O:39])[C@@H:32]([C@H:34]([C:36]([OH:38])=[O:37])[OH:35])[OH:33]. Product: [CH3:19][O:20][C:21]1[CH:30]=[CH:29][CH:28]=[CH:27][C:22]=1[O:23][CH2:24][CH2:25][NH:26][CH2:3][CH:2]([OH:1])[CH2:4][O:5][C:6]1[CH:7]=[CH:8][CH:9]=[C:10]2[NH:11][C:12]3[CH:13]=[CH:14][CH:15]=[CH:16][C:17]=3[C:18]=12.[C:31]([O-:40])(=[O:39])[CH:32]([CH:34]([C:36]([O-:38])=[O:37])[OH:35])[OH:33]. The catalyst class is: 41. (3) Reactant: [C:1]([NH:18][C:19]([NH2:21])=[S:20])([O:3][CH2:4][CH:5]1[C:17]2[C:12](=[CH:13][CH:14]=[CH:15][CH:16]=2)[C:11]2[C:6]1=[CH:7][CH:8]=[CH:9][CH:10]=2)=[O:2].Br[CH2:23][C:24](=O)[C:25]([OH:27])=[O:26]. Product: [C:1]([N:18]1[C:24]([C:25]([OH:27])=[O:26])=[CH:23][S:20][CH:19]1[NH2:21])([O:3][CH2:4][CH:5]1[C:6]2[C:11](=[CH:10][CH:9]=[CH:8][CH:7]=2)[C:12]2[C:17]1=[CH:16][CH:15]=[CH:14][CH:13]=2)=[O:2]. The catalyst class is: 12. (4) Product: [F:36][C:30]1([C:27]2[S:28][CH:29]=[C:25]([CH2:24][O:22][C:20]3[C:6]4[CH:7]=[C:8]([C:10]5[N:11]=[C:12]6[N:16]([CH:17]=5)[N:15]=[C:14]([O:18][CH3:19])[S:13]6)[O:9][C:5]=4[CH:4]=[C:3]([O:2][CH3:1])[CH:21]=3)[N:26]=2)[CH2:35][CH2:34][O:33][CH2:32][CH2:31]1. The catalyst class is: 174. Reactant: [CH3:1][O:2][C:3]1[CH:4]=[C:5]2[O:9][C:8]([C:10]3[N:11]=[C:12]4[N:16]([CH:17]=3)[N:15]=[C:14]([O:18][CH3:19])[S:13]4)=[CH:7][C:6]2=[C:20]([OH:22])[CH:21]=1.Br[CH2:24][C:25]1[N:26]=[C:27]([C:30]2([F:36])[CH2:35][CH2:34][O:33][CH2:32][CH2:31]2)[S:28][CH:29]=1.C(=O)([O-])[O-].[K+].[K+]. (5) Reactant: [CH2:1]([C:5]1[C:9]([CH2:10][O:11][C:12]2[CH:20]=[CH:19][C:15]([C:16]([OH:18])=O)=[CH:14][N:13]=2)=[C:8]([CH3:21])[O:7][N:6]=1)[CH2:2][CH2:3][CH3:4].[CH3:22][N:23]([CH3:25])[NH2:24].F[B-](F)(F)F.N1(OC(N(C)C)=[N+](C)C)C2C=CC=CC=2N=N1.C(N(CC)C(C)C)(C)C. Product: [CH3:22][N:23]([CH3:25])[NH:24][C:16](=[O:18])[C:15]1[CH:19]=[CH:20][C:12]([O:11][CH2:10][C:9]2[C:5]([CH2:1][CH2:2][CH2:3][CH3:4])=[N:6][O:7][C:8]=2[CH3:21])=[N:13][CH:14]=1. The catalyst class is: 3.